Task: Predict the reaction yield, written as a fraction of the theoretical maximum amount of product (1.0 means a 100% yield; for example, 0.34 means a 34% yield).. Dataset: Reaction yield outcomes from USPTO patents with 853,638 reactions (1) The reactants are [H-].[Na+].[CH2:3]([C:5]1[NH:6][C:7](=[O:17])[CH:8]=[C:9]([C:11]2[CH:16]=[CH:15][CH:14]=[CH:13][CH:12]=2)[N:10]=1)[CH3:4].[Li+].[Br-].[CH2:20]([O:22][CH:23]([CH2:29][C:30]1[CH:35]=[CH:34][C:33]([O:36][CH2:37][CH2:38]Br)=[CH:32][CH:31]=1)[C:24]([O:26][CH2:27][CH3:28])=[O:25])[CH3:21]. The catalyst is CN(C=O)C.O. The product is [CH2:20]([O:22][CH:23]([CH2:29][C:30]1[CH:31]=[CH:32][C:33]([O:36][CH2:37][CH2:38][N:6]2[C:7](=[O:17])[CH:8]=[C:9]([C:11]3[CH:16]=[CH:15][CH:14]=[CH:13][CH:12]=3)[N:10]=[C:5]2[CH2:3][CH3:4])=[CH:34][CH:35]=1)[C:24]([O:26][CH2:27][CH3:28])=[O:25])[CH3:21]. The yield is 0.210. (2) The reactants are [F:1][C:2]1[CH:3]=[C:4]([C:29]2[C:30]([C:35]#[N:36])=[CH:31][CH:32]=[CH:33][CH:34]=2)[CH:5]=[CH:6][C:7]=1[CH2:8][C:9]1[C:10](=[O:28])[N:11]([C@H:21]2[CH2:26][CH2:25][C@H:24]([OH:27])[CH2:23][CH2:22]2)[C:12]2[N:13]([N:18]=[CH:19][N:20]=2)[C:14]=1[CH2:15][CH2:16][CH3:17].FC(F)(F)S(O[Si](C(C)(C)C)(C)C)(=O)=O.[N:52]1C(C)=CC=CC=1C.[Cl-].O[NH3+].[C:63](=[O:66])([O-])[OH:64].[Na+]. The catalyst is C(OCC)(=O)C.CS(C)=O.O1CCCC1. The product is [F:1][C:2]1[CH:3]=[C:4]([C:29]2[CH:34]=[CH:33][CH:32]=[CH:31][C:30]=2[C:35]2[NH:52][C:63](=[O:66])[O:64][N:36]=2)[CH:5]=[CH:6][C:7]=1[CH2:8][C:9]1[C:10](=[O:28])[N:11]([C@H:21]2[CH2:26][CH2:25][C@H:24]([OH:27])[CH2:23][CH2:22]2)[C:12]2[N:13]([N:18]=[CH:19][N:20]=2)[C:14]=1[CH2:15][CH2:16][CH3:17]. The yield is 0.400. (3) The reactants are [C:1]([C:5]1[CH:9]=[C:8]([NH2:10])[N:7]([C:11]2[CH:12]=[N:13][CH:14]=[CH:15][C:16]=2[CH3:17])[N:6]=1)([CH3:4])([CH3:3])[CH3:2].Cl[C:19]([O:21][C:22]1[CH:27]=[CH:26][CH:25]=[CH:24][CH:23]=1)=[O:20]. No catalyst specified. The product is [C:1]([C:5]1[CH:9]=[C:8]([NH:10][C:19](=[O:20])[O:21][C:22]2[CH:27]=[CH:26][CH:25]=[CH:24][CH:23]=2)[N:7]([C:11]2[CH:12]=[N:13][CH:14]=[CH:15][C:16]=2[CH3:17])[N:6]=1)([CH3:4])([CH3:3])[CH3:2]. The yield is 0.850. (4) The reactants are [C:1]1([C:7]2[CH:8]=[C:9]3[C:13](=[CH:14][CH:15]=2)[NH:12][C:11](=[O:16])[CH2:10]3)[CH:6]=[CH:5][CH:4]=[CH:3][CH:2]=1.[N:17]1([CH2:22][CH2:23][O:24][C:25]2[CH:26]=[C:27]3[C:31](=[CH:32][CH:33]=2)[NH:30][C:29]([CH:34]=O)=[CH:28]3)[CH2:21][CH2:20][CH2:19][CH2:18]1.N1CCCCC1. The catalyst is C(O)C. The product is [C:1]1([C:7]2[CH:8]=[C:9]3[C:13](=[CH:14][CH:15]=2)[NH:12][C:11](=[O:16])[C:10]3=[CH:34][C:29]2[NH:30][C:31]3[C:27]([CH:28]=2)=[CH:26][C:25]([O:24][CH2:23][CH2:22][N:17]2[CH2:21][CH2:20][CH2:19][CH2:18]2)=[CH:33][CH:32]=3)[CH:2]=[CH:3][CH:4]=[CH:5][CH:6]=1. The yield is 0.610. (5) The reactants are [Br:1][C:2]1[CH:3]=[C:4]([CH:6]=[CH:7][CH:8]=1)[NH2:5].[CH:9]1[CH:14]=[CH:13][C:12]([O:15][C:16](OC2C=CC=CC=2)=[N:17][C:18]#[N:19])=[CH:11][CH:10]=1. The catalyst is C(#N)C. The product is [Br:1][C:2]1[CH:3]=[C:4]([NH:5]/[C:16](=[N:17]/[C:18]#[N:19])/[O:15][C:12]2[CH:13]=[CH:14][CH:9]=[CH:10][CH:11]=2)[CH:6]=[CH:7][CH:8]=1. The yield is 0.330. (6) The reactants are [CH2:1]([CH:5]1[CH2:10][N:9](C(OC(C)(C)C)=O)[C:8](=[O:18])[CH2:7][C:6]1=[O:19])[CH:2]([CH3:4])[CH3:3].C(O)(C(F)(F)F)=O. The catalyst is C(Cl)Cl. The product is [CH2:1]([CH:5]1[CH2:10][NH:9][C:8](=[O:18])[CH2:7][C:6]1=[O:19])[CH:2]([CH3:4])[CH3:3]. The yield is 0.450. (7) The reactants are [CH2:1]([O:5][CH:6]1[CH2:11][CH2:10][CH2:9][CH2:8][O:7]1)[CH2:2][CH:3]=[CH2:4].ClC1C=C(C=CC=1)C(OO)=[O:17]. The catalyst is C(Cl)Cl. The product is [O:17]1[CH2:4][CH:3]1[CH2:2][CH2:1][O:5][CH:6]1[CH2:11][CH2:10][CH2:9][CH2:8][O:7]1. The yield is 0.950.